This data is from Full USPTO retrosynthesis dataset with 1.9M reactions from patents (1976-2016). The task is: Predict the reactants needed to synthesize the given product. Given the product [CH3:31][C:30]1[CH:29]=[C:28]([CH3:32])[NH:27][C:26](=[O:33])[C:25]=1[CH2:24][NH:23][C:21]([C:11]1[C:12]2[CH:17]=[N:16][N:15]([CH:18]([CH3:19])[CH3:20])[C:13]=2[N:14]=[C:9]([C:5]2[CH:6]=[CH:7][CH:8]=[C:3]([CH2:2][N:39]([CH2:38][CH2:37][CH2:36][N:35]([CH3:41])[CH3:34])[CH3:40])[CH:4]=2)[CH:10]=1)=[O:22], predict the reactants needed to synthesize it. The reactants are: Br[CH2:2][C:3]1[CH:4]=[C:5]([C:9]2[CH:10]=[C:11]([C:21]([NH:23][CH2:24][C:25]3[C:26](=[O:33])[NH:27][C:28]([CH3:32])=[CH:29][C:30]=3[CH3:31])=[O:22])[C:12]3[CH:17]=[N:16][N:15]([CH:18]([CH3:20])[CH3:19])[C:13]=3[N:14]=2)[CH:6]=[CH:7][CH:8]=1.[CH3:34][N:35]([CH3:41])[CH2:36][CH2:37][CH2:38][NH:39][CH3:40].